Task: Predict the product of the given reaction.. Dataset: Forward reaction prediction with 1.9M reactions from USPTO patents (1976-2016) (1) Given the reactants [C:1]1([OH:7])[CH:6]=[CH:5][CH:4]=[CH:3][CH:2]=1.[CH2:8]1[CH2:18][CH2:17][N:16]2[C:11](=[N:12][CH2:13][CH2:14][CH2:15]2)[CH2:10][CH2:9]1, predict the reaction product. The product is: [CH2:8]1[CH2:18][CH2:17][N:16]2[C:11](=[N:12][CH2:13][CH2:14][CH2:15]2)[CH2:10][CH2:9]1.[C:1]1([OH:7])[CH:6]=[CH:5][CH:4]=[CH:3][CH:2]=1. (2) Given the reactants ClC(Cl)(Cl)C(Cl)(Cl)Cl.[F:9][C:10]1[CH:11]=[CH:12][C:13]([NH:16][NH:17][C:18]([N:20]2[CH:25]3[CH2:26][CH2:27][CH:21]2[CH2:22][CH2:23][CH2:24]3)=O)=[N:14][CH:15]=1.C(N(CC)CC)C.C1(P(C2C=CC=CC=2)C2C=CC=CC=2)C=CC=CC=1, predict the reaction product. The product is: [CH:25]12[N:20]([C:18]3[N:14]4[CH:15]=[C:10]([F:9])[CH:11]=[CH:12][C:13]4=[N:16][N:17]=3)[CH:21]([CH2:27][CH2:26]1)[CH2:22][CH2:23][CH2:24]2. (3) Given the reactants [I:1][C:2]1[CH:3]=[C:4]([CH:9]=[CH:10][CH:11]=1)[C:5]([NH:7][NH2:8])=[O:6].N1C=CC=CC=1.[C:18](Cl)(=[O:21])[CH2:19][CH3:20].O, predict the reaction product. The product is: [I:1][C:2]1[CH:3]=[C:4]([CH:9]=[CH:10][CH:11]=1)[C:5]([NH:7][NH:8][C:18](=[O:21])[CH2:19][CH3:20])=[O:6].